This data is from Reaction yield outcomes from USPTO patents with 853,638 reactions. The task is: Predict the reaction yield, written as a fraction of the theoretical maximum amount of product (1.0 means a 100% yield; for example, 0.34 means a 34% yield). (1) The reactants are [CH3:1][O:2][C:3]([NH:5][C@H:6]([C:10]([N:12]1[CH2:16][C@@H:15]([CH3:17])[CH2:14][C@H:13]1[C:18]1[NH:19][C:20]([C:23]2[CH:28]=[C:27]3[CH2:29][O:30][C:31]4[CH:56]=[C:55]5[C:34]([CH:35]=[CH:36][C:37]6[N:41]=[C:40]([C@@H:42]7[CH2:46][C@H:45]([CH3:47])[CH2:44][N:43]7C(OC(C)(C)C)=O)[NH:39][C:38]=65)=[CH:33][C:32]=4[C:26]3=[CH:25][CH:24]=2)=[CH:21][N:22]=1)=[O:11])[CH:7]([CH3:9])[CH3:8])=[O:4].Cl.[CH3:58][O:59][C:60]([NH:62][C@H:63]([C:67]1[CH:72]=[CH:71][CH:70]=[CH:69][CH:68]=1)[C:64]([OH:66])=O)=[O:61].CCOC(C(C#N)=NOC(N1CCOCC1)=[N+](C)C)=O.F[P-](F)(F)(F)(F)F.CCN(C(C)C)C(C)C. The catalyst is C(Cl)Cl.CO.CCOC(C)=O.CN(C=O)C.CO. The product is [CH3:58][O:59][C:60]([NH:62][C@H:63]([C:67]1[CH:72]=[CH:71][CH:70]=[CH:69][CH:68]=1)[C:64]([N:43]1[CH2:44][C@@H:45]([CH3:47])[CH2:46][C@H:42]1[C:40]1[NH:39][C:38]2[C:55]3[C:34]([CH:35]=[CH:36][C:37]=2[N:41]=1)=[CH:33][C:32]1[C:26]2[C:27]([CH2:29][O:30][C:31]=1[CH:56]=3)=[CH:28][C:23]([C:20]1[NH:19][C:18]([C@@H:13]3[CH2:14][C@H:15]([CH3:17])[CH2:16][N:12]3[C:10](=[O:11])[C@@H:6]([NH:5][C:3](=[O:4])[O:2][CH3:1])[CH:7]([CH3:8])[CH3:9])=[N:22][CH:21]=1)=[CH:24][CH:25]=2)=[O:66])=[O:61]. The yield is 0.530. (2) The reactants are BrN1C(=O)CCC1=O.[Cl:9][C:10]1[CH:11]=[C:12]([CH:20]([CH2:24][CH:25]2[CH2:29][CH2:28][CH2:27][CH2:26]2)[C:21]([OH:23])=O)[CH:13]=[CH:14][C:15]=1[S:16]([CH3:19])(=[O:18])=[O:17].[NH2:30][C:31]1[NH:32][C:33]2[CH:39]=[CH:38][CH:37]=[CH:36][C:34]=2[N:35]=1.N1C=CC=CC=1. The catalyst is C(Cl)Cl.O. The product is [NH:32]1[C:33]2[CH:39]=[CH:38][CH:37]=[CH:36][C:34]=2[N:35]=[C:31]1[NH:30][C:21](=[O:23])[CH:20]([C:12]1[CH:13]=[CH:14][C:15]([S:16]([CH3:19])(=[O:17])=[O:18])=[C:10]([Cl:9])[CH:11]=1)[CH2:24][CH:25]1[CH2:29][CH2:28][CH2:27][CH2:26]1. The yield is 0.330. (3) The reactants are B1[CH:6]2[CH2:7][CH2:8][CH2:9][CH:2]1[CH2:3][CH2:4][CH2:5]2.[C:10]([O-:13])([O-])=O.[K+].[K+].[Br:16][C:17]1[CH:18]=[C:19](C=CC=1I)[C:20]([O:22][CH3:23])=[O:21].[NH4+].[Cl-].[CH2:30]1[CH2:34]O[CH2:32][CH2:31]1. The catalyst is C1C=CC(P(C2C=CC=CC=2)[C-]2C=CC=C2)=CC=1.C1C=CC(P(C2C=CC=CC=2)[C-]2C=CC=C2)=CC=1.Cl[Pd]Cl.[Fe+2].CN(C=O)C. The product is [Br:16][C:17]1[CH:18]=[C:19]([CH:2]=[CH:9][C:8]=1[CH2:7][CH2:6][CH2:5][C:4]1[CH:3]=[CH:32][CH:31]=[C:30]([O:13][CH3:10])[CH:34]=1)[C:20]([O:22][CH3:23])=[O:21]. The yield is 0.690. (4) The yield is 0.640. The reactants are [CH2:1]([O:3][C:4](=[O:17])[CH2:5][N:6]1[C:14]2[C:9](=[CH:10][C:11]([F:15])=[CH:12][CH:13]=2)[CH:8]=[C:7]1[CH3:16])[CH3:2].[C:18]1([S:24]([C:27]2[CH:28]=[C:29]([CH:32]=[CH:33][N:34]=2)C=O)(=[O:26])=[O:25])[CH:23]=[CH:22][CH:21]=[CH:20][CH:19]=1.[Si](OS(C(F)(F)F)(=O)=O)(C)(C)[CH3:36].C([SiH](CC)CC)C. The catalyst is ClCCl. The product is [CH2:1]([O:3][C:4](=[O:17])[CH2:5][N:6]1[C:14]2[C:9](=[CH:10][C:11]([F:15])=[CH:12][CH:13]=2)[C:8]([CH2:36][C:28]2[C:27]([S:24]([C:18]3[CH:19]=[CH:20][CH:21]=[CH:22][CH:23]=3)(=[O:25])=[O:26])=[N:34][CH:33]=[CH:32][CH:29]=2)=[C:7]1[CH3:16])[CH3:2]. (5) The reactants are Br[C:2]1[CH:3]=[C:4]2[CH:14]=[N:13][N:12]([C:15]3[CH:20]=[CH:19][C:18]([F:21])=[CH:17][CH:16]=3)[C:5]2=[C:6]2[C:11]=1[CH:10]=[N:9][CH:8]=[CH:7]2.[C:22]([Cu])#[N:23].C(N)CN.C(Cl)(Cl)Cl. The catalyst is CN1CCCC1=O. The product is [F:21][C:18]1[CH:19]=[CH:20][C:15]([N:12]2[C:5]3=[C:6]4[C:11](=[C:2]([C:22]#[N:23])[CH:3]=[C:4]3[CH:14]=[N:13]2)[CH:10]=[N:9][CH:8]=[CH:7]4)=[CH:16][CH:17]=1. The yield is 0.740. (6) The reactants are [N:1]1[C:9]2[CH2:8][CH2:7][N:6]([C:10]([O:12][C:13]([CH3:16])([CH3:15])[CH3:14])=[O:11])[CH2:5][C:4]=2[NH:3][CH:2]=1.CN(C=O)C.[H-].[Na+].[S:24](Cl)([C:27]1[CH:33]=[CH:32][C:30]([CH3:31])=[CH:29][CH:28]=1)(=[O:26])=[O:25]. The catalyst is O.C(Cl)Cl. The product is [S:24]([N:3]1[C:4]2[CH2:5][N:6]([C:10]([O:12][C:13]([CH3:16])([CH3:15])[CH3:14])=[O:11])[CH2:7][CH2:8][C:9]=2[N:1]=[CH:2]1)([C:27]1[CH:33]=[CH:32][C:30]([CH3:31])=[CH:29][CH:28]=1)(=[O:26])=[O:25]. The yield is 0.280.